From a dataset of Reaction yield outcomes from USPTO patents with 853,638 reactions. Predict the reaction yield, written as a fraction of the theoretical maximum amount of product (1.0 means a 100% yield; for example, 0.34 means a 34% yield). (1) The reactants are [F:1][C:2]([F:13])([F:12])[C:3]1[CH:11]=[CH:10][CH:9]=[CH:8][C:4]=1[C:5](Cl)=[O:6].[NH2:14][C:15]1[N:23]=[CH:22][CH:21]=[CH:20][C:16]=1[C:17](O)=[O:18].O. The catalyst is N1C=CC=CC=1. The product is [F:1][C:2]([F:13])([F:12])[C:3]1[CH:11]=[CH:10][CH:9]=[CH:8][C:4]=1[C:5]1[O:6][C:17](=[O:18])[C:16]2[CH:20]=[CH:21][CH:22]=[N:23][C:15]=2[N:14]=1. The yield is 0.600. (2) The reactants are [OH:1][C:2]1[CH:3]=[C:4]2[C:9](=[CH:10][CH:11]=1)[N:8]=[C:7]([CH2:12][CH:13]([CH3:15])[CH3:14])[C:6]([C:16]#[N:17])=[C:5]2[C:18]1[CH:23]=[CH:22][C:21]([CH3:24])=[CH:20][CH:19]=1.[CH2:25](Br)[C:26]1[CH:31]=[CH:30][CH:29]=[CH:28][CH:27]=1.C(=O)([O-])[O-].[K+].[K+]. The catalyst is CN(C)C=O. The product is [CH2:25]([O:1][C:2]1[CH:3]=[C:4]2[C:9](=[CH:10][CH:11]=1)[N:8]=[C:7]([CH2:12][CH:13]([CH3:15])[CH3:14])[C:6]([C:16]#[N:17])=[C:5]2[C:18]1[CH:23]=[CH:22][C:21]([CH3:24])=[CH:20][CH:19]=1)[C:26]1[CH:31]=[CH:30][CH:29]=[CH:28][CH:27]=1. The yield is 0.910. (3) The reactants are [Cl:1][C:2]1[CH:3]=[C:4]([C:19]2[N:23]=[C:22]([C:24]([NH:26][CH2:27][C:28]3[CH:33]=[CH:32][C:31]([OH:34])=[CH:30][CH:29]=3)=[O:25])[O:21][N:20]=2)[CH:5]=[C:6]([Cl:18])[C:7]=1[O:8]CC1C=CC(OC)=CC=1.[F:35][C:36]1[CH:41]=[CH:40][C:39](B(O)O)=[CH:38][C:37]=1[C:45]([F:48])([F:47])[F:46].N1C=CC=CC=1. The catalyst is ClCCl.CC([O-])=O.CC([O-])=O.[Cu+2]. The product is [Cl:1][C:2]1[CH:3]=[C:4]([C:19]2[N:23]=[C:22]([C:24]([NH:26][CH2:27][C:28]3[CH:29]=[CH:30][C:31]([O:34][C:39]4[CH:40]=[CH:41][C:36]([F:35])=[C:37]([C:45]([F:48])([F:47])[F:46])[CH:38]=4)=[CH:32][CH:33]=3)=[O:25])[O:21][N:20]=2)[CH:5]=[C:6]([Cl:18])[C:7]=1[OH:8]. The yield is 0.710. (4) The reactants are [F:1][C:2]1[CH:9]=[CH:8][C:5]([CH:6]=O)=[CH:4][CH:3]=1.[C:10](#[N:14])[CH2:11][C:12]#[N:13].C(N(CC)CC)C.[CH3:22][O:23][C:24]1[CH:29]=[CH:28][C:27]([C:30]2[CH2:34][C:33](=[O:35])[N:32]([C:36]3[CH:41]=[CH:40][CH:39]=[CH:38][CH:37]=3)[N:31]=2)=[CH:26][CH:25]=1. The catalyst is C(O)C. The product is [NH2:13][C:12]1[O:35][C:33]2[N:32]([C:36]3[CH:41]=[CH:40][CH:39]=[CH:38][CH:37]=3)[N:31]=[C:30]([C:27]3[CH:26]=[CH:25][C:24]([O:23][CH3:22])=[CH:29][CH:28]=3)[C:34]=2[CH:6]([C:5]2[CH:8]=[CH:9][C:2]([F:1])=[CH:3][CH:4]=2)[C:11]=1[C:10]#[N:14]. The yield is 0.640.